Dataset: Full USPTO retrosynthesis dataset with 1.9M reactions from patents (1976-2016). Task: Predict the reactants needed to synthesize the given product. (1) Given the product [OH:18][CH2:19][CH:20]1[CH2:26][CH:25]2[CH:23]([CH2:24]2)[CH2:22][N:21]1[C:27]([O:29][C:30]([CH3:33])([CH3:32])[CH3:31])=[O:28], predict the reactants needed to synthesize it. The reactants are: [Si]([O:18][CH2:19][CH:20]1[CH2:26][CH:25]2[CH:23]([CH2:24]2)[CH2:22][N:21]1[C:27]([O:29][C:30]([CH3:33])([CH3:32])[CH3:31])=[O:28])(C(C)(C)C)(C1C=CC=CC=1)C1C=CC=CC=1. (2) Given the product [Si:19]([O:47][Si:48]([C:51]([CH3:54])([CH3:53])[CH3:52])([CH3:50])[CH3:49])([C:22]([CH3:25])([CH3:24])[CH3:23])([CH3:21])[CH3:20], predict the reactants needed to synthesize it. The reactants are: C(N1C[C@@H](O)C[C@@]1(C)C(OC)=O)(OC(C)(C)C)=O.[Si:19](Cl)([C:22]([CH3:25])([CH3:24])[CH3:23])([CH3:21])[CH3:20].N1C=CN=C1.CC1(C)CC=CC(C)(C)N1.FC(F)(F)S([O:47][Si:48]([C:51]([CH3:54])([CH3:53])[CH3:52])([CH3:50])[CH3:49])(=O)=O.[F-].[K+].CCN(C(C)C)C(C)C.ClC1C=C(S(Cl)(=O)=O)C=CC=1. (3) Given the product [CH:1]1([N:4]([CH:8]2[C:17]3[C:12](=[CH:13][CH:14]=[CH:15][CH:16]=3)[N:11]([C:20]([C:21]3[CH:22]=[N:23][CH:24]=[CH:25][CH:26]=3)=[O:27])[CH:10]([CH3:18])[CH2:9]2)[C:5](=[O:7])[CH3:6])[CH2:2][CH2:3]1, predict the reactants needed to synthesize it. The reactants are: [CH:1]1([N:4]([CH:8]2[C:17]3[C:12](=[CH:13][CH:14]=[CH:15][CH:16]=3)[NH:11][CH:10]([CH3:18])[CH2:9]2)[C:5](=[O:7])[CH3:6])[CH2:3][CH2:2]1.Cl.[C:20](Cl)(=[O:27])[C:21]1[CH:26]=[CH:25][CH:24]=[N:23][CH:22]=1.CCN(C(C)C)C(C)C. (4) Given the product [F:1][C:2]1[C:7]([S:22][CH2:19][CH2:20][CH3:21])=[CH:6][C:5]([NH2:9])=[C:4]([N+:10]([O-:12])=[O:11])[CH:3]=1, predict the reactants needed to synthesize it. The reactants are: [F:1][C:2]1[C:7](F)=[CH:6][C:5]([NH2:9])=[C:4]([N+:10]([O-:12])=[O:11])[CH:3]=1.C(=O)([O-])[O-].[K+].[K+].[CH2:19]([SH:22])[CH2:20][CH3:21]. (5) Given the product [Cl:21][C:22]1[CH:27]=[CH:26][C:25]([S:28]([C:15]2[CH:14]=[CH:13][C:12]([O:17][CH3:18])=[C:11]([CH:8]3[CH2:9][CH2:10][N:5]([C:3](=[O:4])[C:2]([F:1])([F:19])[F:20])[CH2:6][CH2:7]3)[CH:16]=2)(=[O:30])=[O:29])=[CH:24][CH:23]=1, predict the reactants needed to synthesize it. The reactants are: [F:1][C:2]([F:20])([F:19])[C:3]([N:5]1[CH2:10][CH2:9][CH:8]([C:11]2[CH:16]=[CH:15][CH:14]=[CH:13][C:12]=2[O:17][CH3:18])[CH2:7][CH2:6]1)=[O:4].[Cl:21][C:22]1[CH:27]=[CH:26][C:25]([S:28](Cl)(=[O:30])=[O:29])=[CH:24][CH:23]=1.[Cl-].[Al+3].[Cl-].[Cl-].Cl. (6) Given the product [NH2:22][C:18]1[CH:17]=[C:16]([CH:21]=[CH:20][CH:19]=1)[CH2:15][N:10]1[N:9]=[C:8]([C:5]2[CH:4]=[CH:3][C:2]([Cl:1])=[CH:7][CH:6]=2)[CH2:13][S:12][C:11]1=[O:14], predict the reactants needed to synthesize it. The reactants are: [Cl:1][C:2]1[CH:7]=[CH:6][C:5]([C:8]2[CH2:13][S:12][C:11](=[O:14])[N:10]([CH2:15][C:16]3[CH:21]=[CH:20][CH:19]=[C:18]([N+:22]([O-])=O)[CH:17]=3)[N:9]=2)=[CH:4][CH:3]=1.[H][H].